Dataset: Full USPTO retrosynthesis dataset with 1.9M reactions from patents (1976-2016). Task: Predict the reactants needed to synthesize the given product. (1) Given the product [CH3:1][N:2]([CH2:27][CH:26]=[CH2:25])[CH2:3][CH2:4][C:5]1[C:10]2[CH:11]=[CH:12][C:13]3[C:14]([C:9]=2[C:8]([O:22][CH3:23])=[C:7]([OH:24])[CH:6]=1)=[CH:15][C:16]([O:20][CH3:21])=[C:17]([OH:19])[CH:18]=3, predict the reactants needed to synthesize it. The reactants are: [CH3:1][N:2]1[C@H:11]2[CH2:12][C:13]3[C:14](=[CH:15][C:16]([O:20][CH3:21])=[C:17]([OH:19])[CH:18]=3)[C:9]3[C:10]2=[C:5]([CH:6]=[C:7]([OH:24])[C:8]=3[O:22][CH3:23])[CH2:4][CH2:3]1.[CH2:25](Br)[CH:26]=[CH2:27]. (2) Given the product [OH:25][C:23]1[N:5]=[C:8]([CH:7]([CH3:11])[CH3:6])[CH:9]=[C:12]([C:13]2[CH:18]=[CH:17][CH:16]=[CH:15][CH:14]=2)[C:22]=1[C:20]#[N:21], predict the reactants needed to synthesize it. The reactants are: C([O-])(=O)C.[NH4+:5].[CH3:6][CH:7]([CH3:11])[C:8](=O)[CH3:9].[CH:12](=O)[C:13]1[CH:18]=[CH:17][CH:16]=[CH:15][CH:14]=1.[C:20]([CH2:22][C:23]([O:25]CC)=O)#[N:21].